This data is from Forward reaction prediction with 1.9M reactions from USPTO patents (1976-2016). The task is: Predict the product of the given reaction. (1) Given the reactants [Cl:1][C:2]1[C:7]([F:8])=[CH:6][CH:5]=[C:4]([Cl:9])[C:3]=1[CH:10]([O:13][Si](C)(C)C)[CH:11]=O.[F:18][C:19]([F:26])([F:25])[C:20]1([CH2:23][NH2:24])[CH2:22][CH2:21]1.CC(O)=O.[BH-](OC(C)=O)(OC(C)=O)OC(C)=O.[Na+].CCCC[N+](CCCC)(CCCC)CCCC.[F-], predict the reaction product. The product is: [Cl:1][C:2]1[C:7]([F:8])=[CH:6][CH:5]=[C:4]([Cl:9])[C:3]=1[CH:10]([OH:13])[CH2:11][NH:24][CH2:23][C:20]1([C:19]([F:26])([F:25])[F:18])[CH2:22][CH2:21]1. (2) Given the reactants [C:1]([C:3]1[CH:12]=[C:11]2[C:6]([C:7]([CH3:15])([CH3:14])[CH2:8][CH2:9][C:10]2=[O:13])=[CH:5][CH:4]=1)#[CH:2].I[C:17]1[CH:27]=[CH:26][C:20]([C:21]([O:23][CH2:24][CH3:25])=[O:22])=[CH:19][CH:18]=1, predict the reaction product. The product is: [CH3:14][C:7]1([CH3:15])[CH2:8][CH2:9][C:10](=[O:13])[C:11]2[CH:12]=[C:3]([C:1]#[C:2][C:17]3[CH:27]=[CH:26][C:20]([C:21]([O:23][CH2:24][CH3:25])=[O:22])=[CH:19][CH:18]=3)[CH:4]=[CH:5][C:6]1=2. (3) Given the reactants [Br:1][C:2]1[CH:14]=[CH:13][C:12]2[C:11]3[C:6](=[CH:7][C:8](I)=[CH:9][CH:10]=3)[C:5]([CH2:22][CH2:23][CH2:24][CH2:25][CH2:26][CH3:27])([CH2:16][CH2:17][CH2:18][CH2:19][CH2:20][CH3:21])[C:4]=2[CH:3]=1.C([Sn](CCCC)(CCCC)[C:33]1[S:34][C:35]([C:38]2[CH:43]=[CH:42][C:41]([O:44][CH3:45])=[CH:40][CH:39]=2)=[CH:36][CH:37]=1)CCC, predict the reaction product. The product is: [Br:1][C:2]1[CH:3]=[C:4]2[C:12]([C:11]3[CH:10]=[CH:9][C:8]([C:33]4[S:34][C:35]([C:38]5[CH:39]=[CH:40][C:41]([O:44][CH3:45])=[CH:42][CH:43]=5)=[CH:36][CH:37]=4)=[CH:7][C:6]=3[C:5]2([CH2:22][CH2:23][CH2:24][CH2:25][CH2:26][CH3:27])[CH2:16][CH2:17][CH2:18][CH2:19][CH2:20][CH3:21])=[CH:13][CH:14]=1. (4) Given the reactants [F:1][C:2]1[CH:7]=[C:6]([CH3:8])[C:5]([S:9][CH2:10][C:11]([F:14])([F:13])[F:12])=[CH:4][C:3]=1[N:15]1[CH:20]=[CH:19][C:18](=[O:21])[NH:17][C:16]1=[O:22].[H-].[Na+].[CH2:25](I)[CH3:26], predict the reaction product. The product is: [CH2:25]([N:17]1[C:18](=[O:21])[CH:19]=[CH:20][N:15]([C:3]2[CH:4]=[C:5]([S:9][CH2:10][C:11]([F:14])([F:12])[F:13])[C:6]([CH3:8])=[CH:7][C:2]=2[F:1])[C:16]1=[O:22])[CH3:26]. (5) Given the reactants [CH:1]([N:4]1[C:8]([C:9]2[N:10]=[C:11]3[C:17]4[CH:18]=[CH:19][C:20]([C:22](=[O:24])[CH3:23])=[CH:21][C:16]=4[O:15][CH2:14][CH2:13][N:12]3[CH:25]=2)=[N:7][C:6]([CH3:26])=[N:5]1)([CH3:3])[CH3:2].CO[CH:29](OC)[N:30]([CH3:32])[CH3:31], predict the reaction product. The product is: [CH3:29][N:30]([CH3:32])/[CH:31]=[CH:23]/[C:22]([C:20]1[CH:19]=[CH:18][C:17]2[C:11]3[N:12]([CH:25]=[C:9]([C:8]4[N:4]([CH:1]([CH3:3])[CH3:2])[N:5]=[C:6]([CH3:26])[N:7]=4)[N:10]=3)[CH2:13][CH2:14][O:15][C:16]=2[CH:21]=1)=[O:24]. (6) The product is: [ClH:10].[CH:1]([N:4]1[CH2:9][CH2:8][N:7]([C:11]2[N:12]=[N:13][C:14]([C:19]3[CH:20]=[CH:21][CH:22]=[CH:23][CH:24]=3)=[CH:15][C:16]=2[C:17]#[N:18])[CH2:6][CH2:5]1)([CH3:3])[CH3:2]. Given the reactants [CH:1]([N:4]1[CH2:9][CH2:8][NH:7][CH2:6][CH2:5]1)([CH3:3])[CH3:2].[Cl:10][C:11]1[N:12]=[N:13][C:14]([C:19]2[CH:24]=[CH:23][CH:22]=[CH:21][CH:20]=2)=[CH:15][C:16]=1[C:17]#[N:18], predict the reaction product. (7) Given the reactants [P:1]([O:11][CH2:12][C:13]1[C:22]2[C:17](=[CH:18][CH:19]=[CH:20][C:21]=2[CH2:23][OH:24])[CH:16]=[CH:15][CH:14]=1)([O:7][CH2:8][CH:9]=[CH2:10])([O:3][CH2:4][CH:5]=[CH2:6])=[O:2].CC(C)=[O:27].OS(O)(=O)=O.O=[Cr](=O)=O.S(=O)(=O)(O)O.CC(O)C, predict the reaction product. The product is: [CH2:4]([O:3][P:1]([O:11][CH2:12][C:13]1[CH:14]=[CH:15][CH:16]=[C:17]2[C:22]=1[C:21]([C:23]([OH:27])=[O:24])=[CH:20][CH:19]=[CH:18]2)([O:7][CH2:8][CH:9]=[CH2:10])=[O:2])[CH:5]=[CH2:6]. (8) Given the reactants [C:1]([O:9]CC)(=O)[CH2:2][C:3]([O:5][CH2:6][CH3:7])=[O:4].[H-].[Na+].[H][H].[CH3:16][N:17]1C(=O)O[C:20](=[O:21])[C:19]2=[CH:25][CH:26]=[CH:27][CH:28]=[C:18]12.Cl, predict the reaction product. The product is: [CH2:6]([O:5][C:3]([C:2]1[C:1](=[O:9])[N:17]([CH3:16])[C:18]2[C:19]([C:20]=1[OH:21])=[CH:25][CH:26]=[CH:27][CH:28]=2)=[O:4])[CH3:7]. (9) Given the reactants [N+:1]([C:4]1[CH:5]=[C:6]([CH:18]=[CH:19][CH:20]=1)[O:7][CH2:8][CH2:9][NH:10][C:11](=[O:17])[O:12][C:13]([CH3:16])([CH3:15])[CH3:14])([O-])=O, predict the reaction product. The product is: [NH2:1][C:4]1[CH:5]=[C:6]([CH:18]=[CH:19][CH:20]=1)[O:7][CH2:8][CH2:9][NH:10][C:11](=[O:17])[O:12][C:13]([CH3:16])([CH3:15])[CH3:14].